Dataset: CYP2C19 inhibition data for predicting drug metabolism from PubChem BioAssay. Task: Regression/Classification. Given a drug SMILES string, predict its absorption, distribution, metabolism, or excretion properties. Task type varies by dataset: regression for continuous measurements (e.g., permeability, clearance, half-life) or binary classification for categorical outcomes (e.g., BBB penetration, CYP inhibition). Dataset: cyp2c19_veith. (1) The molecule is COc1ccc(NC(=O)NCc2cccn2C)c(OC)c1. The result is 1 (inhibitor). (2) The compound is FC(F)(F)c1cc(Sc2ccccc2)nc(-c2ccccn2)n1. The result is 0 (non-inhibitor). (3) The molecule is c1cncc(-c2cc(-c3cc(-c4cccnc4)n[nH]3)[nH]n2)c1. The result is 0 (non-inhibitor). (4) The compound is CC(C)C(=O)N[C@@H]1CCCN1C(=O)/C=C\c1ccccc1. The result is 0 (non-inhibitor).